From a dataset of Catalyst prediction with 721,799 reactions and 888 catalyst types from USPTO. Predict which catalyst facilitates the given reaction. (1) Reactant: C(=O)([O-])[O-].[K+].[K+].[Cl:7][C:8]1[CH:13]=[CH:12][C:11]([CH2:14][C:15]([NH:17][C:18]2[CH:19]=[N:20][CH:21]=[C:22]([C:24]([C:26]3[C:34]4[CH:33]=[N:32][CH:31]=[N:30][C:29]=4[NH:28][CH:27]=3)=[O:25])[CH:23]=2)=[O:16])=[CH:10][CH:9]=1.[CH3:35][S:36][CH2:37]Cl.O. Product: [Cl:7][C:8]1[CH:13]=[CH:12][C:11]([CH2:14][C:15]([NH:17][C:18]2[CH:19]=[N:20][CH:21]=[C:22]([C:24]([C:26]3[C:34]4[CH:33]=[N:32][CH:31]=[N:30][C:29]=4[N:28]([CH2:35][S:36][CH3:37])[CH:27]=3)=[O:25])[CH:23]=2)=[O:16])=[CH:10][CH:9]=1. The catalyst class is: 3. (2) Reactant: [OH-].[Na+].[O:3]1[CH:7]=[CH:6][CH:5]=[C:4]1/[C:8](=[N:16]/[O:17][CH2:18][C:19]1[CH:24]=[CH:23][C:22]([O:25][CH2:26][C:27]2[N:28]=[C:29]([C:33]3[CH:38]=[CH:37][CH:36]=[CH:35][CH:34]=3)[O:30][C:31]=2[CH3:32])=[CH:21][CH:20]=1)/[CH2:9][CH2:10][C:11]([O:13]CC)=[O:12].CO.Cl. Product: [O:3]1[CH:7]=[CH:6][CH:5]=[C:4]1/[C:8](=[N:16]/[O:17][CH2:18][C:19]1[CH:24]=[CH:23][C:22]([O:25][CH2:26][C:27]2[N:28]=[C:29]([C:33]3[CH:34]=[CH:35][CH:36]=[CH:37][CH:38]=3)[O:30][C:31]=2[CH3:32])=[CH:21][CH:20]=1)/[CH2:9][CH2:10][C:11]([OH:13])=[O:12]. The catalyst class is: 7.